From a dataset of Peptide-MHC class II binding affinity with 134,281 pairs from IEDB. Regression. Given a peptide amino acid sequence and an MHC pseudo amino acid sequence, predict their binding affinity value. This is MHC class II binding data. (1) The peptide sequence is WVPQGRTTWSIHGKG. The MHC is DRB1_1301 with pseudo-sequence DRB1_1301. The binding affinity (normalized) is 0.438. (2) The peptide sequence is PFKVAATAANAAPAN. The MHC is DRB1_0701 with pseudo-sequence DRB1_0701. The binding affinity (normalized) is 0.469.